Dataset: Forward reaction prediction with 1.9M reactions from USPTO patents (1976-2016). Task: Predict the product of the given reaction. (1) Given the reactants [Br:1][C:2]1[CH:8]=[C:7]([O:9][CH3:10])[C:6]([Cl:11])=[CH:5][C:3]=1[NH2:4].C(N(CC)CC)C.[C:19](Cl)(=[O:21])[CH3:20].C([O-])(O)=O.[Na+], predict the reaction product. The product is: [Br:1][C:2]1[CH:8]=[C:7]([O:9][CH3:10])[C:6]([Cl:11])=[CH:5][C:3]=1[NH:4][C:19](=[O:21])[CH3:20]. (2) Given the reactants Br[C:2]1[CH:7]=[CH:6][CH:5]=[C:4]([CH:8]([C:15]2[CH:20]=[CH:19][CH:18]=[CH:17][CH:16]=2)[C:9]2[CH:14]=[CH:13][CH:12]=[CH:11][CH:10]=2)[CH:3]=1.[CH:21](/B(O)O)=[CH:22]\[C:23]1[CH:28]=[CH:27][CH:26]=[CH:25][CH:24]=1.OP(O)(O)=O, predict the reaction product. The product is: [C:9]1([CH:8]([C:15]2[CH:20]=[CH:19][CH:18]=[CH:17][CH:16]=2)[C:4]2[CH:5]=[CH:6][CH:7]=[C:2](/[CH:21]=[CH:22]/[C:23]3[CH:28]=[CH:27][CH:26]=[CH:25][CH:24]=3)[CH:3]=2)[CH:14]=[CH:13][CH:12]=[CH:11][CH:10]=1. (3) Given the reactants C(OC([C:6]1[N:7]=[C:8]([C:11]2[O:15][CH:14]=[N:13][CH:12]=2)[O:9][CH:10]=1)=O)C.[OH-:16].[Na+].[O:18]1[CH2:22]CCC1, predict the reaction product. The product is: [O:9]1[C:10]([C:22]([OH:18])=[O:16])=[CH:6][N:7]=[C:8]1[C:11]1[O:15][CH:14]=[N:13][CH:12]=1.